Dataset: Forward reaction prediction with 1.9M reactions from USPTO patents (1976-2016). Task: Predict the product of the given reaction. (1) Given the reactants C(OC([N:8]1[C:31](=[O:32])[C:30]2[C:13]3[CH:14]=[CH:15][C:16]4[CH:17]=[N:18][C:19]([C:22]5[CH:27]=[CH:26][CH:25]=[C:24]([O:28][CH3:29])[CH:23]=5)=[CH:20][C:21]=4[C:12]=3[N:11](C(OC(C)(C)C)=O)[C:10]=2[CH2:9]1)=O)(C)(C)C.C(O)(C(F)(F)F)=O, predict the reaction product. The product is: [CH3:29][O:28][C:24]1[CH:23]=[C:22]([C:19]2[N:18]=[CH:17][C:16]3[CH:15]=[CH:14][C:13]4[C:30]5[C:31](=[O:32])[NH:8][CH2:9][C:10]=5[NH:11][C:12]=4[C:21]=3[CH:20]=2)[CH:27]=[CH:26][CH:25]=1. (2) Given the reactants [Li]C(CC)C.[F:6][C:7]1[CH:12]=[CH:11][N:10]=[C:9]2[N:13]([Si:16]([CH:23]([CH3:25])[CH3:24])([CH:20]([CH3:22])[CH3:21])[CH:17]([CH3:19])[CH3:18])[CH:14]=[CH:15][C:8]=12.C(Br)(Br)(Br)[Br:27].[Cl-].[NH4+], predict the reaction product. The product is: [Br:27][C:12]1[C:7]([F:6])=[C:8]2[CH:15]=[CH:14][N:13]([Si:16]([CH:20]([CH3:22])[CH3:21])([CH:23]([CH3:25])[CH3:24])[CH:17]([CH3:18])[CH3:19])[C:9]2=[N:10][CH:11]=1. (3) Given the reactants C([NH:4][C:5]1[CH:10]=[C:9]([O:11][CH3:12])[CH:8]=[CH:7][C:6]=1[C:13]1([CH2:19][CH2:20][CH2:21][CH2:22][C:23]([O:25][CH3:26])=[O:24])[S:18][CH2:17][CH2:16][CH2:15][S:14]1)(=O)C.Cl, predict the reaction product. The product is: [NH2:4][C:5]1[CH:10]=[C:9]([O:11][CH3:12])[CH:8]=[CH:7][C:6]=1[C:13]1([CH2:19][CH2:20][CH2:21][CH2:22][C:23]([O:25][CH3:26])=[O:24])[S:14][CH2:15][CH2:16][CH2:17][S:18]1.